Dataset: Forward reaction prediction with 1.9M reactions from USPTO patents (1976-2016). Task: Predict the product of the given reaction. (1) The product is: [C:16]([SiH:5]([CH2:7][CH:8]([CH3:10])[CH3:9])[CH2:1][CH:2]([CH3:4])[CH3:3])([CH3:15])([CH3:17])[CH3:18]. Given the reactants [CH2:1]([SiH:5]([CH2:7][CH:8]([CH3:10])[CH3:9])Cl)[CH:2]([CH3:4])[CH3:3].[Cl-].[NH4+].CC[CH2:15][CH2:16][CH3:17].[CH2:18]1COCC1, predict the reaction product. (2) Given the reactants [CH2:1]([O:8][C:9]([N:11]1[CH2:16][CH2:15][N:14]([C:17]2[CH:22]=[CH:21][C:20]([CH2:23][C:24]#[N:25])=[CH:19][CH:18]=2)[CH2:13][CH2:12]1)=[O:10])[C:2]1[CH:7]=[CH:6][CH:5]=[CH:4][CH:3]=1.[CH2:26]([O:28]C=O)C.C[O-].[Na+], predict the reaction product. The product is: [CH2:1]([O:8][C:9]([N:11]1[CH2:12][CH2:13][N:14]([C:17]2[CH:18]=[CH:19][C:20]([CH:23]([C:24]#[N:25])[CH:26]=[O:28])=[CH:21][CH:22]=2)[CH2:15][CH2:16]1)=[O:10])[C:2]1[CH:7]=[CH:6][CH:5]=[CH:4][CH:3]=1.